Dataset: Forward reaction prediction with 1.9M reactions from USPTO patents (1976-2016). Task: Predict the product of the given reaction. (1) Given the reactants [NH2:1][C:2]1[C:11]([O:12][CH3:13])=[CH:10][CH:9]=[CH:8][C:3]=1[C:4]([O:6][CH3:7])=[O:5].C1C(=O)N([Br:21])C(=O)C1, predict the reaction product. The product is: [NH2:1][C:2]1[C:11]([O:12][CH3:13])=[CH:10][C:9]([Br:21])=[CH:8][C:3]=1[C:4]([O:6][CH3:7])=[O:5]. (2) Given the reactants [C:1]([C:3]1[S:4][C:5]2[C:15]3[C:10](=[CH:11][C:12]([NH:16]C(=O)OC(C)(C)C)=[CH:13][CH:14]=3)[CH:9]=[CH:8][C:6]=2[N:7]=1)#[N:2].C1(SC)C=CC=CC=1.FC(F)(F)C(O)=O, predict the reaction product. The product is: [NH2:16][C:12]1[CH:11]=[C:10]2[C:15](=[CH:14][CH:13]=1)[C:5]1[S:4][C:3]([C:1]#[N:2])=[N:7][C:6]=1[CH:8]=[CH:9]2. (3) Given the reactants Br[C:2]([CH3:15])([CH3:14])[C:3]([NH:5][O:6][CH2:7][C:8]1[CH:13]=[CH:12][CH:11]=[CH:10][CH:9]=1)=[O:4].CCOC(C)=O.[CH2:22]([OH:27])[C:23]([F:26])([F:25])[F:24], predict the reaction product. The product is: [CH3:14][C:2]([O:27][CH2:22][C:23]([F:26])([F:25])[F:24])([CH3:15])[C:3]([NH:5][O:6][CH2:7][C:8]1[CH:13]=[CH:12][CH:11]=[CH:10][CH:9]=1)=[O:4]. (4) The product is: [CH2:12]([O:19][C:20]1[CH:37]=[CH:36][C:23]([N:24]([CH2:25][C@H:26]([O:28][Si:29]([C:32]([CH3:33])([CH3:35])[CH3:34])([CH3:31])[CH3:30])[CH3:27])[C:8]([C:7]2[C:6]([Cl:11])=[N:5][CH:4]=[N:3][C:2]=2[Cl:1])=[O:9])=[CH:22][CH:21]=1)[C:13]1[CH:14]=[CH:15][CH:16]=[CH:17][CH:18]=1. Given the reactants [Cl:1][C:2]1[C:7]([C:8](Cl)=[O:9])=[C:6]([Cl:11])[N:5]=[CH:4][N:3]=1.[CH2:12]([O:19][C:20]1[CH:37]=[CH:36][C:23]([NH:24][CH2:25][C@H:26]([O:28][Si:29]([C:32]([CH3:35])([CH3:34])[CH3:33])([CH3:31])[CH3:30])[CH3:27])=[CH:22][CH:21]=1)[C:13]1[CH:18]=[CH:17][CH:16]=[CH:15][CH:14]=1.C(N(CC)CC)C, predict the reaction product. (5) The product is: [F:17][C:12]1[CH:13]=[CH:14][CH:15]=[C:16]2[C:11]=1[C:10]([NH2:18])=[N:9][C:8]2([C:4]1[CH:3]=[CH:2][CH:7]=[C:6]([C:34]2[CH:39]=[N:38][CH:37]=[CH:36][N:35]=2)[CH:5]=1)[C:19]1[CH:24]=[CH:23][N:22]=[C:21]([C:25]([F:26])([F:27])[F:28])[CH:20]=1. Given the reactants Br[C:2]1[CH:3]=[C:4]([C:8]2([C:19]3[CH:24]=[CH:23][N:22]=[C:21]([C:25]([F:28])([F:27])[F:26])[CH:20]=3)[C:16]3[C:11](=[C:12]([F:17])[CH:13]=[CH:14][CH:15]=3)[C:10]([NH2:18])=[N:9]2)[CH:5]=[CH:6][CH:7]=1.C([Sn](CCCC)(CCCC)[C:34]1[CH:39]=[N:38][CH:37]=[CH:36][N:35]=1)CCC, predict the reaction product. (6) Given the reactants [C:1]([C:3]1[C@@H:8]([C:9]2[CH:14]=[CH:13][C:12]([C:15]#[N:16])=[CH:11][CH:10]=2)[N:7]2[N:17]=[C:18]([S:20](Cl)(=[O:22])=[O:21])[N:19]=[C:6]2[N:5]([C:24]2[CH:29]=[CH:28][CH:27]=[C:26]([C:30]([F:33])([F:32])[F:31])[CH:25]=2)[C:4]=1[CH3:34])#[N:2].CN.[CH2:37]([N:39](CC)CC)C, predict the reaction product. The product is: [C:1]([C:3]1[C@@H:8]([C:9]2[CH:14]=[CH:13][C:12]([C:15]#[N:16])=[CH:11][CH:10]=2)[N:7]2[N:17]=[C:18]([S:20]([NH:39][CH3:37])(=[O:22])=[O:21])[N:19]=[C:6]2[N:5]([C:24]2[CH:29]=[CH:28][CH:27]=[C:26]([C:30]([F:33])([F:32])[F:31])[CH:25]=2)[C:4]=1[CH3:34])#[N:2]. (7) Given the reactants [CH3:1][O:2][C:3]1[C:8]([CH2:9][NH2:10])=[CH:7][CH:6]=[C:5]([C:11]([F:14])([F:13])[F:12])[N:4]=1.C1N=CN([C:20](N2C=NC=C2)=[O:21])C=1.[NH2:27][C:28]1[C:33]2[O:34][CH2:35][C:36](=[O:38])[NH:37][C:32]=2[CH:31]=[CH:30][CH:29]=1, predict the reaction product. The product is: [CH3:1][O:2][C:3]1[C:8]([CH2:9][NH:10][C:20]([NH:27][C:28]2[C:33]3[O:34][CH2:35][C:36](=[O:38])[NH:37][C:32]=3[CH:31]=[CH:30][CH:29]=2)=[O:21])=[CH:7][CH:6]=[C:5]([C:11]([F:14])([F:12])[F:13])[N:4]=1.